Dataset: Forward reaction prediction with 1.9M reactions from USPTO patents (1976-2016). Task: Predict the product of the given reaction. (1) Given the reactants [CH2:1]([O:8][C:9]1[CH:14]=[CH:13][C:12]([C:15]2[O:19][C:18](Cl)=[N:17][C:16]=2[C:21]2[CH:26]=[CH:25][C:24]([O:27][CH3:28])=[CH:23][CH:22]=2)=[CH:11][CH:10]=1)[C:2]1[CH:7]=[CH:6][CH:5]=[CH:4][CH:3]=1.[CH3:29][O-:30].[Na+], predict the reaction product. The product is: [CH2:1]([O:8][C:9]1[CH:14]=[CH:13][C:12]([C:15]2[O:19][C:18]([O:30][CH3:29])=[N:17][C:16]=2[C:21]2[CH:26]=[CH:25][C:24]([O:27][CH3:28])=[CH:23][CH:22]=2)=[CH:11][CH:10]=1)[C:2]1[CH:7]=[CH:6][CH:5]=[CH:4][CH:3]=1. (2) Given the reactants [NH2:1][C:2]1[C:3]2[N:4]([C:8]([C@@H:26]3[CH2:31][CH2:30][CH2:29][NH:28][CH2:27]3)=[N:9][C:10]=2[C:11]2[CH:25]=[CH:24][C:14]([C:15]([NH:17][C:18]3[CH:23]=[CH:22][CH:21]=[CH:20][N:19]=3)=[O:16])=[CH:13][CH:12]=2)[CH:5]=[CH:6][N:7]=1.CCN(C(C)C)C(C)C.[C:41](O)(=[O:44])[CH2:42][CH3:43].CN(C(ON1N=NC2C=CC=NC1=2)=[N+](C)C)C.F[P-](F)(F)(F)(F)F, predict the reaction product. The product is: [NH2:1][C:2]1[C:3]2[N:4]([C:8]([C@@H:26]3[CH2:31][CH2:30][CH2:29][N:28]([C:41](=[O:44])[CH2:42][CH3:43])[CH2:27]3)=[N:9][C:10]=2[C:11]2[CH:25]=[CH:24][C:14]([C:15]([NH:17][C:18]3[CH:23]=[CH:22][CH:21]=[CH:20][N:19]=3)=[O:16])=[CH:13][CH:12]=2)[CH:5]=[CH:6][N:7]=1.